From a dataset of Catalyst prediction with 721,799 reactions and 888 catalyst types from USPTO. Predict which catalyst facilitates the given reaction. (1) Reactant: [CH2:1]([O:3][C:4](=[O:11])[C:5]([C:9]#[N:10])([CH2:7][OH:8])[CH3:6])[CH3:2].[CH3:12][C:13]([CH3:18])([CH3:17])[C:14](Cl)=[O:15].C(N(CC)C(C)C)(C)C. Product: [CH2:1]([O:3][C:4](=[O:11])[C:5]([C:9]#[N:10])([CH2:7][O:8][C:14](=[O:15])[C:13]([CH3:18])([CH3:17])[CH3:12])[CH3:6])[CH3:2]. The catalyst class is: 4. (2) Reactant: C(OC([N:8]1[CH2:17][CH2:16][C:15]2[C:10](=[CH:11][C:12]([C:18]#[C:19][C:20]3[CH:25]=[C:24]([C:26]4[C:30]5[CH2:31][N:32]([S:35]([CH3:38])(=[O:37])=[O:36])[CH2:33][CH2:34][C:29]=5[N:28]([CH2:39][CH2:40][CH2:41][N:42]5[CH2:47][CH2:46][CH:45]([C:48](=[O:50])[NH2:49])[CH2:44][CH2:43]5)[N:27]=4)[CH:23]=[CH:22][C:21]=3[Cl:51])=[CH:13][CH:14]=2)[CH2:9]1)=O)(C)(C)C.C(O)(C(F)(F)F)=O. Product: [Cl:51][C:21]1[CH:22]=[CH:23][C:24]([C:26]2[C:30]3[CH2:31][N:32]([S:35]([CH3:38])(=[O:37])=[O:36])[CH2:33][CH2:34][C:29]=3[N:28]([CH2:39][CH2:40][CH2:41][N:42]3[CH2:43][CH2:44][CH:45]([C:48]([NH2:49])=[O:50])[CH2:46][CH2:47]3)[N:27]=2)=[CH:25][C:20]=1[C:19]#[C:18][C:12]1[CH:11]=[C:10]2[C:15]([CH2:16][CH2:17][NH:8][CH2:9]2)=[CH:14][CH:13]=1. The catalyst class is: 2. (3) Reactant: [CH:1]([C:4]1[CH:9]=[CH:8][CH:7]=[CH:6][C:5]=1[OH:10])([CH3:3])[CH3:2].[C:11]1(=O)[O:16][C:14](=[O:15])[C:13]2=[CH:17][CH:18]=[CH:19][CH:20]=[C:12]12. Product: [OH:10][C:5]1[CH:6]=[CH:7][C:8]([C:11]2([C:8]3[CH:7]=[CH:6][C:5]([OH:10])=[C:4]([CH:1]([CH3:3])[CH3:2])[CH:9]=3)[C:12]3[C:13](=[CH:17][CH:18]=[CH:19][CH:20]=3)[C:14](=[O:15])[O:16]2)=[CH:9][C:4]=1[CH:1]([CH3:3])[CH3:2]. The catalyst class is: 530.